Dataset: Forward reaction prediction with 1.9M reactions from USPTO patents (1976-2016). Task: Predict the product of the given reaction. (1) Given the reactants [Si:1]([O-:5])([O-:4])([O-:3])[O-:2].[Ca+2:6].[Ca+2].[Ca+2], predict the reaction product. The product is: [OH2:2].[Si:1]([O-:5])([O-:4])([O-:3])[O-:2].[Ca+2:6].[Ca+2:6].[OH-:2].[Ca+2:6].[OH-:2]. (2) Given the reactants [Br:1][C:2]1[CH:22]=[CH:21][C:20]([F:23])=[CH:19][C:3]=1[O:4][CH:5]1[CH2:10][CH2:9][N:8]([C:11]2[N:16]=[C:15]([NH2:17])[C:14]([NH2:18])=[CH:13][N:12]=2)[CH2:7][CH2:6]1.[C:24](=S)=[S:25].[OH-].[Na+], predict the reaction product. The product is: [Br:1][C:2]1[CH:22]=[CH:21][C:20]([F:23])=[CH:19][C:3]=1[O:4][CH:5]1[CH2:10][CH2:9][N:8]([C:11]2[N:16]=[C:15]3[C:14]([N:18]=[C:24]([SH:25])[NH:17]3)=[CH:13][N:12]=2)[CH2:7][CH2:6]1.